This data is from Forward reaction prediction with 1.9M reactions from USPTO patents (1976-2016). The task is: Predict the product of the given reaction. (1) Given the reactants [Br:1][C:2]1[C:3](=[O:10])[N:4]([CH3:9])[C:5](=[O:8])[NH:6][N:7]=1.[C:11](#[N:14])[CH:12]=[CH2:13].N1C=CC=CC=1, predict the reaction product. The product is: [Br:1][C:2]1[C:3](=[O:10])[N:4]([CH3:9])[C:5](=[O:8])[N:6]([CH2:13][CH2:12][C:11]#[N:14])[N:7]=1. (2) Given the reactants [CH3:1][C:2]1[CH:3]=[C:4]([C:8]([C:10]2[CH:15]=[CH:14][CH:13]=[C:12](C)[N:11]=2)=O)[O:5][C:6]=1[CH3:7].[NH3:17].[CH3:18]O, predict the reaction product. The product is: [CH3:1][C:2]1[CH:3]=[C:4]([OH:5])[C:8]([C:10]2[CH:15]=[C:14]([CH3:18])[CH:13]=[CH:12][N:11]=2)=[N:17][C:6]=1[CH3:7].